From a dataset of Reaction yield outcomes from USPTO patents with 853,638 reactions. Predict the reaction yield, written as a fraction of the theoretical maximum amount of product (1.0 means a 100% yield; for example, 0.34 means a 34% yield). The reactants are C(N(CC)CC)C.C1COCC1.[NH2:13][C:14]1[C:15]([S:23][CH3:24])=[N:16][C:17]([CH3:22])=[CH:18][C:19]=1[S:20][CH3:21].[Br:25][CH2:26][CH2:27][CH2:28][C:29](Cl)=[O:30]. The catalyst is O. The product is [Br:25][CH2:26][CH2:27][CH2:28][C:29]([NH:13][C:14]1[C:15]([S:23][CH3:24])=[N:16][C:17]([CH3:22])=[CH:18][C:19]=1[S:20][CH3:21])=[O:30]. The yield is 0.660.